This data is from Full USPTO retrosynthesis dataset with 1.9M reactions from patents (1976-2016). The task is: Predict the reactants needed to synthesize the given product. Given the product [N:16]1([C:37]([O:39][C:40]([CH3:41])([CH3:42])[CH3:43])=[O:38])[CH2:17][CH2:18][C:13]2([C:8]3[CH:9]=[CH:10][CH:11]=[CH:12][C:7]=3[CH2:6][S:5]2)[CH2:14][CH2:15]1, predict the reactants needed to synthesize it. The reactants are: C([S:5][CH2:6][C:7]1[CH:12]=[CH:11][CH:10]=[CH:9][C:8]=1[C:13]1(O)[CH2:18][CH2:17][N:16](C(OCC)=O)[CH2:15][CH2:14]1)(C)(C)C.C(O)(=O)C.[C:40]([O:39][C:37](O[C:37]([O:39][C:40]([CH3:43])([CH3:42])[CH3:41])=[O:38])=[O:38])([CH3:43])([CH3:42])[CH3:41].